This data is from Reaction yield outcomes from USPTO patents with 853,638 reactions. The task is: Predict the reaction yield, written as a fraction of the theoretical maximum amount of product (1.0 means a 100% yield; for example, 0.34 means a 34% yield). (1) The reactants are C(=O)(O)[O-].[Na+].[Cl:6][C:7]1[N:12]=[C:11](Cl)[CH:10]=[CH:9][N:8]=1.[CH3:14][O:15][C:16]1[CH:22]=[CH:21][C:19]([NH2:20])=[CH:18][CH:17]=1. The catalyst is C(O)C.O. The product is [Cl:6][C:7]1[N:12]=[C:11]([NH:20][C:19]2[CH:21]=[CH:22][C:16]([O:15][CH3:14])=[CH:17][CH:18]=2)[CH:10]=[CH:9][N:8]=1. The yield is 0.750. (2) The reactants are [S:1]1[C:5]2[CH:6]=[C:7]([NH:10][C:11]3[C:16]([C:17]([O:19]C)=[O:18])=[CH:15][N:14]=[C:13]([O:21]C)[C:12]=3[F:23])[CH:8]=[CH:9][C:4]=2[N:3]=[CH:2]1.Cl. The catalyst is O1CCOCC1. The product is [S:1]1[C:5]2[CH:6]=[C:7]([NH:10][C:11]3[C:16]([C:17]([OH:19])=[O:18])=[CH:15][NH:14][C:13](=[O:21])[C:12]=3[F:23])[CH:8]=[CH:9][C:4]=2[N:3]=[CH:2]1. The yield is 0.980. (3) The catalyst is C1C=CC([P]([Pd]([P](C2C=CC=CC=2)(C2C=CC=CC=2)C2C=CC=CC=2)([P](C2C=CC=CC=2)(C2C=CC=CC=2)C2C=CC=CC=2)[P](C2C=CC=CC=2)(C2C=CC=CC=2)C2C=CC=CC=2)(C2C=CC=CC=2)C2C=CC=CC=2)=CC=1.[Cu]I. The yield is 0.330. The product is [CH3:39][O:40][C:41](=[O:51])[C:42]1[CH:47]=[CH:46][C:45]([C:48]#[C:49][C:2]2[CH:3]=[C:4]([Cl:31])[C:5]([O:6][C:7]3[C:12]([C:13]([N:15]4[C:24]5[C:19](=[CH:20][CH:21]=[CH:22][CH:23]=5)[N:18]([CH:25]5[CH2:26][CH2:27]5)[CH2:17][CH2:16]4)=[O:14])=[CH:11][CH:10]=[CH:9][N:8]=3)=[CH:28][C:29]=2[Cl:30])=[CH:44][C:43]=1[Cl:50]. The reactants are Br[C:2]1[C:29]([Cl:30])=[CH:28][C:5]([O:6][C:7]2[C:12]([C:13]([N:15]3[C:24]4[C:19](=[CH:20][CH:21]=[CH:22][CH:23]=4)[N:18]([CH:25]4[CH2:27][CH2:26]4)[CH2:17][CH2:16]3)=[O:14])=[CH:11][CH:10]=[CH:9][N:8]=2)=[C:4]([Cl:31])[CH:3]=1.C(N(CC)CC)C.[CH3:39][O:40][C:41](=[O:51])[C:42]1[CH:47]=[CH:46][C:45]([C:48]#[CH:49])=[CH:44][C:43]=1[Cl:50]. (4) The reactants are [Cl:1]N1C(=O)CCC1=O.[CH3:9][CH:10]([CH3:40])[C:11]([O:13][C@@H:14]1[C@@H:18]([CH2:19][O:20][C:21](=[O:25])[CH:22]([CH3:24])[CH3:23])[O:17][C@@H:16]([N:26]2[C:30]3[N:31]=[C:32]([NH:37][CH:38]=[O:39])[N:33]=[C:34]([O:35][CH3:36])[C:29]=3[CH:28]=[CH:27]2)[CH2:15]1)=[O:12]. The catalyst is C(Cl)Cl. The product is [Cl:1][C:28]1[C:29]2[C:34]([O:35][CH3:36])=[N:33][C:32]([NH:37][CH:38]=[O:39])=[N:31][C:30]=2[N:26]([C@@H:16]2[O:17][C@H:18]([CH2:19][O:20][C:21](=[O:25])[CH:22]([CH3:23])[CH3:24])[C@@H:14]([O:13][C:11](=[O:12])[CH:10]([CH3:40])[CH3:9])[CH2:15]2)[CH:27]=1. The yield is 0.710. (5) The product is [NH2:21][C:20]1[NH:26][C:7](=[O:8])[C:6]2[C:5]3[CH2:12][CH2:13][CH2:14][CH2:15][C:4]=3[S:3][C:2]=2[N:1]=1. The yield is 0.600. The catalyst is CS(C)(=O)=O. The reactants are [NH2:1][C:2]1[S:3][C:4]2[CH2:15][CH2:14][CH2:13][CH2:12][C:5]=2[C:6]=1[C:7](OCC)=[O:8].ClC1C=CC=C2C=1C1C(=O)NC(NC(=O)C(C)(C)C)=[N:26][C:20]=1[NH:21]2.O.[OH-].[NH4+]. (6) The reactants are [C:1]1([CH2:7][C:8]([O:10][CH3:11])=[O:9])[CH:6]=[CH:5][CH:4]=[CH:3][CH:2]=1.[CH2:12](Br)[CH:13]=[CH2:14].[H-].[Na+].C(O)(=O)C.O1C[CH2:25][CH2:24][CH2:23]1. The catalyst is [I-].[Na+]. The product is [CH2:12]([C:7]([C:1]1[CH:6]=[CH:5][CH:4]=[CH:3][CH:2]=1)([CH2:25][CH:24]=[CH2:23])[C:8]([O:10][CH3:11])=[O:9])[CH:13]=[CH2:14]. The yield is 0.970. (7) The reactants are Cl[C:2]1[C:7]2[N:8]=[C:9]([NH:12][C:13]3[CH:18]=[CH:17][C:16]([C:19]4[CH:20]=[N:21][N:22]([CH3:24])[CH:23]=4)=[CH:15][C:14]=3[O:25][CH3:26])[N:10]=[CH:11][C:6]=2[CH:5]=[CH:4][N:3]=1.C(=O)([O-])[O-].[K+].[K+].[CH:33]1([SH:39])[CH2:38][CH2:37][CH2:36][CH2:35][CH2:34]1. The catalyst is CN(C=O)C. The yield is 0.940. The product is [CH:33]1([S:39][C:2]2[C:7]3[N:8]=[C:9]([NH:12][C:13]4[CH:18]=[CH:17][C:16]([C:19]5[CH:20]=[N:21][N:22]([CH3:24])[CH:23]=5)=[CH:15][C:14]=4[O:25][CH3:26])[N:10]=[CH:11][C:6]=3[CH:5]=[CH:4][N:3]=2)[CH2:38][CH2:37][CH2:36][CH2:35][CH2:34]1. (8) The reactants are [CH3:1][NH:2][C:3]1[CH:4]=[CH:5][C:6]2[NH:7][C:8]3[C:13]([S:14][C:15]=2[CH:16]=1)=[CH:12][C:11]([NH:17][CH3:18])=[CH:10][CH:9]=3.[C:19](OC(=O)C)(=[O:21])[CH3:20]. The catalyst is N1C=CC=CC=1. The product is [CH3:1][NH:2][C:3]1[CH:4]=[CH:5][C:6]2[N:7]([C:19](=[O:21])[CH3:20])[C:8]3[C:13]([S:14][C:15]=2[CH:16]=1)=[CH:12][C:11]([NH:17][CH3:18])=[CH:10][CH:9]=3. The yield is 0.530.